From a dataset of Full USPTO retrosynthesis dataset with 1.9M reactions from patents (1976-2016). Predict the reactants needed to synthesize the given product. (1) Given the product [NH2:1][C:2]1[N:7]=[CH:6][N:5]=[C:4]([NH:8][C@H:9]([C:11]2[N:16]([C:17]3[CH:22]=[CH:21][CH:20]=[CH:19][CH:18]=3)[C:15](=[O:23])[C:14]3=[C:24]([Br:27])[CH:25]=[CH:26][N:13]3[N:12]=2)[CH3:10])[C:3]=1[C:32]1[CH:33]=[CH:34][C:35]([OH:36])=[C:30]([F:29])[CH:31]=1, predict the reactants needed to synthesize it. The reactants are: [NH2:1][C:2]1[N:7]=[CH:6][N:5]=[C:4]([NH:8][C@H:9]([C:11]2[N:16]([C:17]3[CH:22]=[CH:21][CH:20]=[CH:19][CH:18]=3)[C:15](=[O:23])[C:14]3=[C:24]([Br:27])[CH:25]=[CH:26][N:13]3[N:12]=2)[CH3:10])[C:3]=1I.[F:29][C:30]1[CH:31]=[C:32](B(O)O)[CH:33]=[CH:34][C:35]=1[OH:36].C(=O)([O-])[O-].[Na+].[Na+]. (2) Given the product [Br:15][C:16]1[CH:17]=[C:18]([CH:19]=[CH:20][C:21]=1[F:22])[O:23][CH2:29][C@@H:25]1[CH2:26][CH2:27][CH2:28][O:24]1, predict the reactants needed to synthesize it. The reactants are: N(C(OC(C)C)=O)=NC(OC(C)C)=O.[Br:15][C:16]1[CH:17]=[C:18]([OH:23])[CH:19]=[CH:20][C:21]=1[F:22].[O:24]1[CH2:28][CH2:27][CH2:26][C@H:25]1[CH2:29]O.C1(P(C2C=CC=CC=2)C2C=CC=CC=2)C=CC=CC=1. (3) Given the product [Br:1][C:2]1[CH:9]=[CH:8][C:5]([CH:6]([OH:7])[CH2:10][CH:11]([CH3:13])[CH3:12])=[CH:4][CH:3]=1, predict the reactants needed to synthesize it. The reactants are: [Br:1][C:2]1[CH:9]=[CH:8][C:5]([CH:6]=[O:7])=[CH:4][CH:3]=1.[CH2:10]([Mg]Br)[CH:11]([CH3:13])[CH3:12]. (4) Given the product [Cl:8][C:7]1[CH:6]=[CH:5][C:4]([CH2:9][C:10](=[O:12])[CH3:11])=[CH:3][C:2]=1[NH:1][S:14]([CH3:13])(=[O:16])=[O:15], predict the reactants needed to synthesize it. The reactants are: [NH2:1][C:2]1[CH:3]=[C:4]([CH2:9][C:10](=[O:12])[CH3:11])[CH:5]=[CH:6][C:7]=1[Cl:8].[CH3:13][S:14](Cl)(=[O:16])=[O:15]. (5) The reactants are: Cl[C:2]1[CH:7]=[C:6]([C:8]2[CH:13]=[CH:12][N:11]=[C:10]([NH:14][CH:15]3[CH2:19][CH2:18][CH2:17][CH2:16]3)[N:9]=2)[CH:5]=[CH:4][N:3]=1.[F:20][C:21]1[CH:22]=[C:23]([CH:25]=[CH:26][CH:27]=1)[NH2:24]. Given the product [CH:15]1([NH:14][C:10]2[N:9]=[C:8]([C:6]3[CH:5]=[CH:4][N:3]=[C:2]([NH:24][C:23]4[CH:25]=[CH:26][CH:27]=[C:21]([F:20])[CH:22]=4)[CH:7]=3)[CH:13]=[CH:12][N:11]=2)[CH2:19][CH2:18][CH2:17][CH2:16]1, predict the reactants needed to synthesize it.